From a dataset of Peptide-MHC class II binding affinity with 134,281 pairs from IEDB. Regression. Given a peptide amino acid sequence and an MHC pseudo amino acid sequence, predict their binding affinity value. This is MHC class II binding data. (1) The peptide sequence is YDKFLANVSTVLSGK. The MHC is DRB1_0404 with pseudo-sequence DRB1_0404. The binding affinity (normalized) is 0.779. (2) The peptide sequence is KNVFDDVVPEKYTIG. The MHC is HLA-DQA10102-DQB10602 with pseudo-sequence HLA-DQA10102-DQB10602. The binding affinity (normalized) is 0.